Dataset: Forward reaction prediction with 1.9M reactions from USPTO patents (1976-2016). Task: Predict the product of the given reaction. (1) Given the reactants [F:1][C:2]1[CH:3]=[CH:4][C:5]([O:27][CH3:28])=[C:6]([C:8]2[C:9]3[CH:16]=[C:15](I)[N:14]([S:18]([C:21]4[CH:26]=[CH:25][CH:24]=[CH:23][CH:22]=4)(=[O:20])=[O:19])[C:10]=3[N:11]=[CH:12][N:13]=2)[CH:7]=1.CC1(C)C(C)(C)OB([C:37]2[CH2:42][CH2:41][N:40]([C:43]([O:45][C:46]([CH3:49])([CH3:48])[CH3:47])=[O:44])[CH2:39][CH:38]=2)O1.C(=O)([O-])[O-].[Na+].[Na+], predict the reaction product. The product is: [F:1][C:2]1[CH:3]=[CH:4][C:5]([O:27][CH3:28])=[C:6]([C:8]2[C:9]3[CH:16]=[C:15]([C:37]4[CH2:42][CH2:41][N:40]([C:43]([O:45][C:46]([CH3:49])([CH3:48])[CH3:47])=[O:44])[CH2:39][CH:38]=4)[N:14]([S:18]([C:21]4[CH:26]=[CH:25][CH:24]=[CH:23][CH:22]=4)(=[O:20])=[O:19])[C:10]=3[N:11]=[CH:12][N:13]=2)[CH:7]=1. (2) Given the reactants [OH:1][C:2]([C:5]1[N:6]([CH2:13][O:14][CH2:15][CH2:16][Si:17]([CH3:20])([CH3:19])[CH3:18])[CH:7]=[C:8]([C:10]([OH:12])=O)[N:9]=1)([CH3:4])[CH3:3].[NH2:21][C@@H:22]([CH3:39])[CH2:23][N:24]1[CH:28]=[CH:27][C:26]([C:29]2[CH:36]=[C:35]([F:37])[C:32]([C:33]#[N:34])=[C:31]([Cl:38])[CH:30]=2)=[N:25]1, predict the reaction product. The product is: [Cl:38][C:31]1[CH:30]=[C:29]([C:26]2[CH:27]=[CH:28][N:24]([CH2:23][C@@H:22]([NH:21][C:10]([C:8]3[N:9]=[C:5]([C:2]([OH:1])([CH3:3])[CH3:4])[N:6]([CH2:13][O:14][CH2:15][CH2:16][Si:17]([CH3:20])([CH3:19])[CH3:18])[CH:7]=3)=[O:12])[CH3:39])[N:25]=2)[CH:36]=[C:35]([F:37])[C:32]=1[C:33]#[N:34]. (3) Given the reactants [C:1]([C:4]1[C:5](=[O:18])[O:6][C:7]2[C:12]([CH:13]=1)=[CH:11][CH:10]=[C:9]([O:14][CH2:15][CH2:16][OH:17])[CH:8]=2)(=[O:3])[CH3:2].[Br:19]Br, predict the reaction product. The product is: [Br:19][CH2:2][C:1]([C:4]1[C:5](=[O:18])[O:6][C:7]2[C:12]([CH:13]=1)=[CH:11][CH:10]=[C:9]([O:14][CH2:15][CH2:16][OH:17])[CH:8]=2)=[O:3]. (4) Given the reactants C[N:2](C)/[CH:3]=[CH:4]/[C:5]([C:7]1[C:12](=[O:13])[CH:11]=[CH:10][N:9]([C:14]2[CH:19]=[CH:18][CH:17]=[C:16]([S:20]([CH3:23])(=[O:22])=[O:21])[CH:15]=2)[N:8]=1)=O.[Cl:25][C:26]1[CH:27]=[C:28]([NH:32]N)[CH:29]=[CH:30][CH:31]=1, predict the reaction product. The product is: [Cl:25][C:26]1[CH:27]=[C:28]([N:32]2[C:5]([C:7]3[C:12](=[O:13])[CH:11]=[CH:10][N:9]([C:14]4[CH:19]=[CH:18][CH:17]=[C:16]([S:20]([CH3:23])(=[O:22])=[O:21])[CH:15]=4)[N:8]=3)=[CH:4][CH:3]=[N:2]2)[CH:29]=[CH:30][CH:31]=1.